Dataset: Reaction yield outcomes from USPTO patents with 853,638 reactions. Task: Predict the reaction yield, written as a fraction of the theoretical maximum amount of product (1.0 means a 100% yield; for example, 0.34 means a 34% yield). (1) The reactants are [CH3:1][O:2][C:3]1[CH:8]=[CH:7][N:6]=[C:5]([NH2:9])[CH:4]=1.[Br:10][C:11]1[CH:16]=[C:15]([CH3:17])[CH:14]=[C:13](Br)[N:12]=1.CC(C)([O-])C.[Na+].O. The catalyst is O1CCOCC1.[Pd](Cl)Cl.C(P(C(C)(C)C)[C-]1C=CC=C1)(C)(C)C.[C-]1(P(C(C)(C)C)C(C)(C)C)C=CC=C1.[Fe+2]. The product is [Br:10][C:11]1[N:12]=[C:13]([NH:9][C:5]2[CH:4]=[C:3]([O:2][CH3:1])[CH:8]=[CH:7][N:6]=2)[CH:14]=[C:15]([CH3:17])[CH:16]=1. The yield is 0.500. (2) The reactants are [NH2:1][C:2]1[N:7]=[CH:6][C:5]([C:8]2[CH:9]=[N:10][N:11]([CH:13]3[CH2:18][CH2:17][N:16](C(OC(C)(C)C)=O)[CH2:15][CH2:14]3)[CH:12]=2)=[CH:4][C:3]=1[C:26]1[N:30]([C:31]2[CH:36]=[CH:35][C:34]([O:37][CH3:38])=[C:33]([F:39])[C:32]=2[F:40])[N:29]=[N:28][N:27]=1.[ClH:41].O1CCOCC1. No catalyst specified. The product is [ClH:41].[ClH:41].[F:40][C:32]1[C:33]([F:39])=[C:34]([O:37][CH3:38])[CH:35]=[CH:36][C:31]=1[N:30]1[C:26]([C:3]2[C:2]([NH2:1])=[N:7][CH:6]=[C:5]([C:8]3[CH:9]=[N:10][N:11]([CH:13]4[CH2:18][CH2:17][NH:16][CH2:15][CH2:14]4)[CH:12]=3)[CH:4]=2)=[N:27][N:28]=[N:29]1. The yield is 0.980.